Task: Predict which catalyst facilitates the given reaction.. Dataset: Catalyst prediction with 721,799 reactions and 888 catalyst types from USPTO (1) Reactant: [F:1][C:2]1[CH:11]=[CH:10][C:9]([NH2:12])=[C:8]2[C:3]=1[CH2:4][CH2:5][CH:6]([CH3:13])[NH:7]2.FC1C=CC(N)=C2C=1C=CC(C)=N2.[C:27]([O:31][C:32]([NH:34][C@@H:35]([CH3:39])[C:36](O)=[O:37])=[O:33])([CH3:30])([CH3:29])[CH3:28].C1C=NC2N(O)N=NC=2C=1.CCN=C=NCCCN(C)C.Cl. Product: [C:27]([O:31][C:32](=[O:33])[NH:34][C@H:35]([C:36](=[O:37])[NH:12][C:9]1[CH:10]=[CH:11][C:2]([F:1])=[C:3]2[C:8]=1[NH:7][CH:6]([CH3:13])[CH2:5][CH2:4]2)[CH3:39])([CH3:28])([CH3:29])[CH3:30]. The catalyst class is: 2. (2) Reactant: [OH:1][C:2]1[C:7]2[N:8]([CH2:12][CH2:13][O:14][CH3:15])[C:9]([CH3:11])=[N:10][C:6]=2[CH:5]=[C:4]([C:16]([N:18]([CH3:20])[CH3:19])=[O:17])[CH:3]=1.C(=O)([O-])[O-].[K+].[K+]. Product: [CH3:7][N:8]([CH2:12][C:3]1[C:4]([C:16]([N:18]([CH3:20])[CH3:19])=[O:17])=[CH:5][C:6]2[N:10]=[C:9]([CH3:11])[N:8]([CH2:12][CH2:13][O:14][CH3:15])[C:7]=2[C:2]=1[OH:1])[CH3:9]. The catalyst class is: 9. (3) Reactant: [C:1]([O:5][C:6]([NH:8][C@@H:9]([CH:13]1[CH2:18][CH2:17][O:16][CH2:15][CH2:14]1)[C:10]([OH:12])=O)=[O:7])([CH3:4])([CH3:3])[CH3:2].C(N(C(C)C)CC)(C)C.F[P-](F)(F)(F)(F)F.CN(C)C(F)=[N+](C)C.[NH:43]1[C:47]2=[N:48][CH:49]=[CH:50][CH:51]=[C:46]2[CH2:45][C@H:44]1[C:52]([O:54][CH2:55][CH3:56])=[O:53]. Product: [C:1]([O:5][C:6]([NH:8][C@@H:9]([CH:13]1[CH2:18][CH2:17][O:16][CH2:15][CH2:14]1)[C:10]([N:43]1[C:47]2=[N:48][CH:49]=[CH:50][CH:51]=[C:46]2[CH2:45][C@H:44]1[C:52]([O:54][CH2:55][CH3:56])=[O:53])=[O:12])=[O:7])([CH3:2])([CH3:3])[CH3:4]. The catalyst class is: 2. (4) Reactant: [Cl:1][C:2]1[CH:7]=[CH:6][C:5]([O:8][CH3:9])=[CH:4][C:3]=1[F:10].C([N-]C(C)C)(C)C.[Li+].C1C[O:22][CH2:21]C1.CN(C=O)C.O. Product: [Cl:1][C:2]1[C:3]([F:10])=[C:4]([C:5]([O:8][CH3:9])=[CH:6][CH:7]=1)[CH:21]=[O:22]. The catalyst class is: 1.